Dataset: Peptide-MHC class I binding affinity with 185,985 pairs from IEDB/IMGT. Task: Regression. Given a peptide amino acid sequence and an MHC pseudo amino acid sequence, predict their binding affinity value. This is MHC class I binding data. The peptide sequence is RQEMASRGLW. The MHC is HLA-A30:02 with pseudo-sequence HLA-A30:02. The binding affinity (normalized) is 0.226.